This data is from Reaction yield outcomes from USPTO patents with 853,638 reactions. The task is: Predict the reaction yield, written as a fraction of the theoretical maximum amount of product (1.0 means a 100% yield; for example, 0.34 means a 34% yield). The reactants are [C:1]([C@@H:9]1[CH2:14][CH2:13][CH2:12][N:11]([C:15]([O:17][C:18]([CH3:21])([CH3:20])[CH3:19])=[O:16])[CH2:10]1)(=[O:8])[C:2]1[CH:7]=[CH:6][CH:5]=[CH:4][CH:3]=1.[CH3:22][Si]([NH-])(C)C.C[Si]([NH-])(C)C.[Li+].[Li+].IC.CN1C(=O)N(C)CCC1. The catalyst is C1COCC1.[Cl-].[Na+].O. The product is [C:1]([C:9]1([CH3:22])[CH2:14][CH2:13][CH2:12][N:11]([C:15]([O:17][C:18]([CH3:21])([CH3:20])[CH3:19])=[O:16])[CH2:10]1)(=[O:8])[C:2]1[CH:3]=[CH:4][CH:5]=[CH:6][CH:7]=1. The yield is 0.650.